Dataset: NCI-60 drug combinations with 297,098 pairs across 59 cell lines. Task: Regression. Given two drug SMILES strings and cell line genomic features, predict the synergy score measuring deviation from expected non-interaction effect. (1) Drug 2: CCC1=C2CN3C(=CC4=C(C3=O)COC(=O)C4(CC)O)C2=NC5=C1C=C(C=C5)O. Drug 1: C1CC(=O)NC(=O)C1N2CC3=C(C2=O)C=CC=C3N. Synergy scores: CSS=22.7, Synergy_ZIP=-6.34, Synergy_Bliss=-3.47, Synergy_Loewe=-32.4, Synergy_HSA=-2.03. Cell line: NCI-H460. (2) Drug 1: CC1=CC2C(CCC3(C2CCC3(C(=O)C)OC(=O)C)C)C4(C1=CC(=O)CC4)C. Drug 2: C1=C(C(=O)NC(=O)N1)F. Cell line: MALME-3M. Synergy scores: CSS=31.7, Synergy_ZIP=6.06, Synergy_Bliss=6.42, Synergy_Loewe=-2.91, Synergy_HSA=3.00. (3) Drug 2: CC1CCC2CC(C(=CC=CC=CC(CC(C(=O)C(C(C(=CC(C(=O)CC(OC(=O)C3CCCCN3C(=O)C(=O)C1(O2)O)C(C)CC4CCC(C(C4)OC)OCCO)C)C)O)OC)C)C)C)OC. Drug 1: C1=C(C(=O)NC(=O)N1)F. Synergy scores: CSS=34.0, Synergy_ZIP=-6.44, Synergy_Bliss=-8.12, Synergy_Loewe=-1.73, Synergy_HSA=-1.18. Cell line: T-47D.